Task: Predict the reactants needed to synthesize the given product.. Dataset: Full USPTO retrosynthesis dataset with 1.9M reactions from patents (1976-2016) (1) Given the product [CH3:12][C:13]1[O:17][N:16]=[C:15]([C:18]2[CH:19]=[CH:20][CH:21]=[CH:22][CH:23]=2)[C:14]=1[C:4](=[O:6])[CH2:3][C:1]#[N:2], predict the reactants needed to synthesize it. The reactants are: [C:1]([CH2:3][C:4]([OH:6])=O)#[N:2].C([Li])CCC.[CH3:12][C:13]1[O:17][N:16]=[C:15]([C:18]2[CH:23]=[CH:22][CH:21]=[CH:20][CH:19]=2)[C:14]=1C(Cl)=O. (2) Given the product [Cl:11][C:12]1[N:17]=[C:16]([C:6]2[S:7][C:3]([C:1]#[N:2])=[CH:4][CH:5]=2)[CH:15]=[CH:14][N:13]=1, predict the reactants needed to synthesize it. The reactants are: [C:1]([C:3]1[S:7][C:6](B(O)O)=[CH:5][CH:4]=1)#[N:2].[Cl:11][C:12]1[N:17]=[C:16](Cl)[CH:15]=[CH:14][N:13]=1.C([O-])([O-])=O.[Na+].[Na+].O1CCOCC1. (3) Given the product [ClH:22].[CH3:18][O:17][C:15](=[O:16])[CH:14]([NH:13][C:11](=[O:12])[C@H:9]([CH3:10])[NH2:8])[CH:19]1[CH2:20][CH2:21]1, predict the reactants needed to synthesize it. The reactants are: C(OC([NH:8][C@H:9]([C:11]([NH:13][CH:14]([CH:19]1[CH2:21][CH2:20]1)[C:15]([O:17][CH3:18])=[O:16])=[O:12])[CH3:10])=O)(C)(C)C.[ClH:22]. (4) Given the product [OH:12][C:8]1[CH:9]=[C:10]2[C:5]([CH2:4][CH2:3][CH:2]([NH:1][C:19](=[O:20])[O:18][C:14]([CH3:17])([CH3:16])[CH3:15])[CH2:11]2)=[CH:6][CH:7]=1, predict the reactants needed to synthesize it. The reactants are: [NH2:1][CH:2]1[CH2:11][C:10]2[CH:9]=[C:8]([OH:12])[CH:7]=[CH:6][C:5]=2[CH2:4][CH2:3]1.Br.[C:14]([O:18][C:19](O[C:19]([O:18][C:14]([CH3:17])([CH3:16])[CH3:15])=[O:20])=[O:20])([CH3:17])([CH3:16])[CH3:15].O. (5) Given the product [CH:22]([N:19]1[CH2:20][CH2:21][N:16]([C:14]([C:11]2[CH:10]=[CH:9][C:8]([CH:3]=[O:2])=[CH:13][CH:12]=2)=[O:15])[CH2:17][CH2:18]1)([CH3:24])[CH3:23], predict the reactants needed to synthesize it. The reactants are: [Na+].[OH:2][CH:3]([C:8]1[CH:13]=[CH:12][C:11]([C:14]([N:16]2[CH2:21][CH2:20][N:19]([CH:22]([CH3:24])[CH3:23])[CH2:18][CH2:17]2)=[O:15])=[CH:10][CH:9]=1)S([O-])(=O)=O.[OH-].[Na+].